Dataset: Reaction yield outcomes from USPTO patents with 853,638 reactions. Task: Predict the reaction yield, written as a fraction of the theoretical maximum amount of product (1.0 means a 100% yield; for example, 0.34 means a 34% yield). (1) The reactants are Br[C:2]1[CH:7]=[CH:6][CH:5]=[C:4]([CH2:8][F:9])[N:3]=1.[CH2:10]([N:14]1[CH:22]=[C:21]2[C:16]([CH:17]=[CH:18][CH:19]=[C:20]2[Cl:23])=[N:15]1)[CH2:11][C:12]#[CH:13]. No catalyst specified. The product is [Cl:23][C:20]1[C:21]2[C:16]([CH:17]=[CH:18][CH:19]=1)=[N:15][N:14]([CH2:10][CH2:11][C:12]#[C:13][C:2]1[CH:7]=[CH:6][CH:5]=[C:4]([CH2:8][F:9])[N:3]=1)[CH:22]=2. The yield is 0.700. (2) The reactants are [Cl:1][C:2]1[N:7]=[CH:6][C:5]2[C:8](I)=[N:9][N:10]([CH:11]([CH3:13])[CH3:12])[C:4]=2[CH:3]=1.[NH:15]1[CH2:19][CH2:18][CH2:17][CH2:16]1.N1CCC[C@H]1C(O)=O.C(=O)([O-])[O-].[K+].[K+]. The catalyst is [Cu]I.CN(C)C=O. The product is [Cl:1][C:2]1[N:7]=[CH:6][C:5]2[C:8]([N:15]3[CH2:19][CH2:18][CH2:17][CH2:16]3)=[N:9][N:10]([CH:11]([CH3:13])[CH3:12])[C:4]=2[CH:3]=1. The yield is 0.620.